From a dataset of NCI-60 drug combinations with 297,098 pairs across 59 cell lines. Regression. Given two drug SMILES strings and cell line genomic features, predict the synergy score measuring deviation from expected non-interaction effect. (1) Cell line: U251. Drug 2: N.N.Cl[Pt+2]Cl. Drug 1: CN(C)C1=NC(=NC(=N1)N(C)C)N(C)C. Synergy scores: CSS=4.63, Synergy_ZIP=1.94, Synergy_Bliss=5.04, Synergy_Loewe=-0.453, Synergy_HSA=2.57. (2) Drug 1: CC1=C(C(=CC=C1)Cl)NC(=O)C2=CN=C(S2)NC3=CC(=NC(=N3)C)N4CCN(CC4)CCO. Drug 2: C(CN)CNCCSP(=O)(O)O. Cell line: MCF7. Synergy scores: CSS=-6.37, Synergy_ZIP=2.12, Synergy_Bliss=-0.0824, Synergy_Loewe=-5.83, Synergy_HSA=-4.35.